Dataset: NCI-60 drug combinations with 297,098 pairs across 59 cell lines. Task: Regression. Given two drug SMILES strings and cell line genomic features, predict the synergy score measuring deviation from expected non-interaction effect. (1) Drug 1: CS(=O)(=O)C1=CC(=C(C=C1)C(=O)NC2=CC(=C(C=C2)Cl)C3=CC=CC=N3)Cl. Drug 2: CC(C1=C(C=CC(=C1Cl)F)Cl)OC2=C(N=CC(=C2)C3=CN(N=C3)C4CCNCC4)N. Cell line: NCI-H522. Synergy scores: CSS=7.10, Synergy_ZIP=-2.12, Synergy_Bliss=-0.351, Synergy_Loewe=-1.51, Synergy_HSA=-1.47. (2) Drug 1: CC1OCC2C(O1)C(C(C(O2)OC3C4COC(=O)C4C(C5=CC6=C(C=C35)OCO6)C7=CC(=C(C(=C7)OC)O)OC)O)O. Drug 2: CC1C(C(CC(O1)OC2CC(CC3=C2C(=C4C(=C3O)C(=O)C5=C(C4=O)C(=CC=C5)OC)O)(C(=O)CO)O)N)O.Cl. Cell line: SNB-19. Synergy scores: CSS=54.3, Synergy_ZIP=-11.5, Synergy_Bliss=-9.35, Synergy_Loewe=-3.93, Synergy_HSA=-2.46. (3) Drug 1: CC1=C(C(CCC1)(C)C)C=CC(=CC=CC(=CC(=O)O)C)C. Drug 2: CN1C(=O)N2C=NC(=C2N=N1)C(=O)N. Cell line: SNB-19. Synergy scores: CSS=-0.641, Synergy_ZIP=3.46, Synergy_Bliss=4.34, Synergy_Loewe=-1.07, Synergy_HSA=-1.92. (4) Drug 1: C1=CC(=C2C(=C1NCCNCCO)C(=O)C3=C(C=CC(=C3C2=O)O)O)NCCNCCO. Drug 2: CC(C)NC(=O)C1=CC=C(C=C1)CNNC.Cl. Cell line: LOX IMVI. Synergy scores: CSS=39.9, Synergy_ZIP=-0.183, Synergy_Bliss=0.908, Synergy_Loewe=-4.67, Synergy_HSA=4.99.